This data is from Reaction yield outcomes from USPTO patents with 853,638 reactions. The task is: Predict the reaction yield, written as a fraction of the theoretical maximum amount of product (1.0 means a 100% yield; for example, 0.34 means a 34% yield). (1) The reactants are [C:1]([O:5][C:6]([NH:8][C@H:9]([C:30]([O:32][CH3:33])=[O:31])[CH2:10][C:11]1[CH:16]=[CH:15][C:14]([CH2:17][CH2:18][CH2:19][C:20]2[CH:29]=[CH:28][C:27]3[C:22](=[N:23][CH:24]=[CH:25][CH:26]=3)[N:21]=2)=[CH:13][N:12]=1)=[O:7])([CH3:4])([CH3:3])[CH3:2]. The catalyst is C(O)C.[Pd]. The product is [C:1]([O:5][C:6]([NH:8][C@H:9]([C:30]([O:32][CH3:33])=[O:31])[CH2:10][C:11]1[CH:16]=[CH:15][C:14]([CH2:17][CH2:18][CH2:19][C:20]2[CH:29]=[CH:28][C:27]3[CH2:26][CH2:25][CH2:24][NH:23][C:22]=3[N:21]=2)=[CH:13][N:12]=1)=[O:7])([CH3:4])([CH3:3])[CH3:2]. The yield is 0.750. (2) The reactants are [CH3:1][O:2][C:3](=[O:19])[C:4]1[CH:9]=[C:8](I)[C:7]([C:11]([F:14])([F:13])[F:12])=[CH:6][C:5]=1[NH:15][C:16](=[O:18])[CH3:17].[CH2:20]([Sn](CCCC)(CCCC)C=C)[CH2:21]CC.O.O.[F-].[K+]. The catalyst is C1(C)C=CC=CC=1.[Pd].C1(P(C2C=CC=CC=2)C2C=CC=CC=2)C=CC=CC=1.C1(P(C2C=CC=CC=2)C2C=CC=CC=2)C=CC=CC=1.C1(P(C2C=CC=CC=2)C2C=CC=CC=2)C=CC=CC=1.C1(P(C2C=CC=CC=2)C2C=CC=CC=2)C=CC=CC=1. The product is [CH3:1][O:2][C:3](=[O:19])[C:4]1[CH:9]=[C:8]([CH:20]=[CH2:21])[C:7]([C:11]([F:14])([F:13])[F:12])=[CH:6][C:5]=1[NH:15][C:16](=[O:18])[CH3:17]. The yield is 0.750. (3) The reactants are C[O:2][C:3]([C:5]1[CH:6]=[C:7]([F:23])[C:8]2[N:9]([CH:20]=[N:21][CH:22]=2)[C:10]=1[NH:11][C:12]1[CH:17]=[CH:16][C:15]([I:18])=[CH:14][C:13]=1[F:19])=[O:4].[OH-].[Na+]. No catalyst specified. The product is [F:23][C:7]1[C:8]2[N:9]([CH:20]=[N:21][CH:22]=2)[C:10]([NH:11][C:12]2[CH:17]=[CH:16][C:15]([I:18])=[CH:14][C:13]=2[F:19])=[C:5]([C:3]([OH:4])=[O:2])[CH:6]=1. The yield is 0.900. (4) The reactants are [CH3:1][O:2][C:3]1[CH:4]=[C:5]2[C:10](=[CH:11][C:12]=1[O:13][CH3:14])[C:9]([CH2:15][CH2:16][CH3:17])=[N:8][C:7]([OH:18])=[CH:6]2.[OH-].[K+].Cl[CH2:22][C:23]1[CH:35]=[CH:34][C:26]2[O:27][C:28]3[CH:33]=[CH:32][CH:31]=[CH:30][C:29]=3[C:25]=2[CH:24]=1. The yield is 0.0800. The product is [CH:24]1[C:25]2[C:29]3[CH:30]=[CH:31][CH:32]=[CH:33][C:28]=3[O:27][C:26]=2[CH:34]=[CH:35][C:23]=1[CH2:22][C:6]1[C:5]2[C:10](=[CH:11][C:12]([O:13][CH3:14])=[C:3]([O:2][CH3:1])[CH:4]=2)[C:9]([CH2:15][CH2:16][CH3:17])=[N:8][C:7]=1[OH:18]. The catalyst is C1(C)C=CC=CC=1.C(Cl)Cl. (5) The reactants are COC1C=C(C=CC=1OC)C[NH:7][C:8]1[N:13]2[N:14]=[C:15]([C:17]3[O:18][CH:19]=[CH:20][CH:21]=3)[N:16]=[C:12]2[CH:11]=[C:10]([C:22]2[CH:27]=[CH:26][C:25]([CH2:28][OH:29])=[CH:24][CH:23]=2)[N:9]=1.O.C(C1C(=O)C(Cl)=C(Cl)C(=O)C=1C#N)#N. The catalyst is ClCCl. The product is [NH2:7][C:8]1[N:13]2[N:14]=[C:15]([C:17]3[O:18][CH:19]=[CH:20][CH:21]=3)[N:16]=[C:12]2[CH:11]=[C:10]([C:22]2[CH:27]=[CH:26][C:25]([CH2:28][OH:29])=[CH:24][CH:23]=2)[N:9]=1. The yield is 0.310. (6) The reactants are [CH3:1][C:2]1[CH:10]=[C:9]([N+:11]([O-:13])=[O:12])[CH:8]=[CH:7][C:3]=1[C:4]([OH:6])=[O:5].[CH3:14]O. The catalyst is S(=O)(=O)(O)O. The product is [CH3:14][O:5][C:4](=[O:6])[C:3]1[CH:7]=[CH:8][C:9]([N+:11]([O-:13])=[O:12])=[CH:10][C:2]=1[CH3:1]. The yield is 0.960.